From a dataset of TCR-epitope binding with 47,182 pairs between 192 epitopes and 23,139 TCRs. Binary Classification. Given a T-cell receptor sequence (or CDR3 region) and an epitope sequence, predict whether binding occurs between them. (1) The epitope is LLWNGPMAV. The TCR CDR3 sequence is CASAPGGGYEQYF. Result: 1 (the TCR binds to the epitope). (2) The epitope is IQYIDIGNY. The TCR CDR3 sequence is CASSQAANAGELFF. Result: 0 (the TCR does not bind to the epitope). (3) The epitope is QASQEVKNW. The TCR CDR3 sequence is CASSGTGSYEQYF. Result: 0 (the TCR does not bind to the epitope). (4) The epitope is NLDSKVGGNY. The TCR CDR3 sequence is CATSGDPHADTQYF. Result: 1 (the TCR binds to the epitope).